Binary Classification. Given a drug SMILES string, predict its activity (active/inactive) in a high-throughput screening assay against a specified biological target. From a dataset of HIV replication inhibition screening data with 41,000+ compounds from the AIDS Antiviral Screen. (1) The drug is CN(C(=O)CC(=O)CP(=O)(c1ccccc1)c1ccccc1)c1ccccc1. The result is 0 (inactive). (2) The molecule is O=C(C=Cc1ccccc1O)c1ccccc1O. The result is 0 (inactive). (3) The compound is CC(=O)[OH+][Co-3]12(Oc3ccccc3C=[N+]1c1ccc(S(=O)(=O)Nc3ncccn3)cc1)Oc1ccccc1C=[N+]2c1ccc(S(=O)(=O)Nc2ncccn2)cc1. The result is 0 (inactive). (4) The compound is O=C(O)C12C3CCC(O3)C1(C(=O)O)C1CCC2O1. The result is 0 (inactive). (5) The molecule is OCC(CO)c1cnnc2ccccc12. The result is 0 (inactive). (6) The result is 0 (inactive). The compound is COc1ccc(C=C2SC(=S)NC2=O)cc1. (7) The drug is CC1(c2ccccc2Cl)C(C#N)C(=O)NC(=O)C1C#N. The result is 0 (inactive).